Dataset: Forward reaction prediction with 1.9M reactions from USPTO patents (1976-2016). Task: Predict the product of the given reaction. (1) Given the reactants [C:1](#[N:5])[CH2:2][C:3]#[N:4].[C:6]1([SH:12])[CH:11]=[CH:10][CH:9]=[CH:8][CH:7]=1.[OH:13][CH2:14][CH2:15][O:16][C:17]1[CH:28]=[CH:27][C:20]([CH:21]=[C:22]([C:25]#[N:26])[C:23]#[N:24])=[CH:19][CH:18]=1.C(N(CC)CC)C, predict the reaction product. The product is: [NH2:4][C:3]1[C:2]([C:1]#[N:5])=[C:21]([C:20]2[CH:27]=[CH:28][C:17]([O:16][CH2:15][CH2:14][OH:13])=[CH:18][CH:19]=2)[C:22]([C:25]#[N:26])=[C:23]([S:12][C:6]2[CH:11]=[CH:10][CH:9]=[CH:8][CH:7]=2)[N:24]=1. (2) Given the reactants [OH:1][C:2]1[CH:7]=[C:6]([O:8][CH3:9])[CH:5]=[CH:4][C:3]=1[C:10]([C:12]1[CH:17]=[CH:16][C:15]([O:18][CH2:19][C:20]2[N:21]=[C:22]([C:26]3[CH:31]=[CH:30][CH:29]=[CH:28][CH:27]=3)[O:23][C:24]=2[CH3:25])=[CH:14][CH:13]=1)=[O:11].Br[CH:33]([CH2:39][CH2:40][CH3:41])[C:34]([O:36]CC)=[O:35].C(=O)([O-])[O-].[K+].[K+].CN(C)C=O, predict the reaction product. The product is: [CH3:9][O:8][C:6]1[CH:5]=[CH:4][C:3]([C:10](=[O:11])[C:12]2[CH:13]=[CH:14][C:15]([O:18][CH2:19][C:20]3[N:21]=[C:22]([C:26]4[CH:27]=[CH:28][CH:29]=[CH:30][CH:31]=4)[O:23][C:24]=3[CH3:25])=[CH:16][CH:17]=2)=[C:2]([CH:7]=1)[O:1][CH:33]([CH2:39][CH2:40][CH3:41])[C:34]([OH:36])=[O:35].